This data is from Forward reaction prediction with 1.9M reactions from USPTO patents (1976-2016). The task is: Predict the product of the given reaction. (1) Given the reactants [Br:1][C:2]1[CH:3]=[C:4]([CH2:8][C:9](=[O:11])[CH3:10])[CH:5]=[CH:6][CH:7]=1.CI.[C:14](=O)([O-])[O-].[Cs+].[Cs+].CCOCC, predict the reaction product. The product is: [Br:1][C:2]1[CH:3]=[C:4]([CH:8]([CH3:14])[C:9](=[O:11])[CH3:10])[CH:5]=[CH:6][CH:7]=1. (2) The product is: [C:21]([C:20]1[CH:23]=[C:16]([C:14]2[O:13][N:12]=[C:11]([C:6]3[CH:7]=[CH:8][CH:9]=[C:10]4[C:5]=3[CH2:4][CH2:3][C@@H:2]4[NH:1][S:31]([CH:30]=[CH2:29])(=[O:33])=[O:32])[N:15]=2)[CH:17]=[CH:18][C:19]=1[O:24][CH:25]([CH3:27])[CH3:26])#[N:22]. Given the reactants [NH2:1][C@@H:2]1[C:10]2[C:5](=[C:6]([C:11]3[N:15]=[C:14]([C:16]4[CH:17]=[CH:18][C:19]([O:24][CH:25]([CH3:27])[CH3:26])=[C:20]([CH:23]=4)[C:21]#[N:22])[O:13][N:12]=3)[CH:7]=[CH:8][CH:9]=2)[CH2:4][CH2:3]1.Cl[CH2:29][CH2:30][S:31](Cl)(=[O:33])=[O:32], predict the reaction product.